From a dataset of Catalyst prediction with 721,799 reactions and 888 catalyst types from USPTO. Predict which catalyst facilitates the given reaction. (1) Reactant: [CH3:1][C:2]1[C:11]2[C:6](=[CH:7][CH:8]=[CH:9][CH:10]=2)[N:5]=[C:4]([CH2:12][N:13]2[C:22](=[O:23])[C:21]3[N:20]([CH2:24][C:25]#[C:26][CH3:27])[C:19]([N:28]4[CH2:33][CH2:32][CH2:31][C@@H:30]([N:34]5C(=O)C6=CC(C)=CC=C6C5=O)[CH2:29]4)=[N:18][C:17]=3[N:16]([CH3:46])[C:14]2=[O:15])[N:3]=1.C(CN)O. Product: [CH3:27][C:26]#[C:25][CH2:24][N:20]1[C:19]([N:28]2[CH2:29][C@H:30]([NH2:34])[CH2:31][CH2:32][CH2:33]2)=[N:18][C:17]2[N:16]([CH3:46])[C:14]([N:13]([CH2:12][C:4]3[N:3]=[C:2]([CH3:1])[C:11]4[CH:10]=[CH:9][CH:8]=[CH:7][C:6]=4[N:5]=3)[C:22](=[O:23])[C:21]1=2)=[O:15]. The catalyst class is: 6. (2) Reactant: [Li]CCCC.[CH3:6][C:7]([O-:10])([CH3:9])[CH3:8].[K+].C(NC(C)C)(C)C.[C:19]1([C:42]2[CH:47]=[CH:46][CH:45]=[CH:44][CH:43]=2)[CH:24]=[CH:23][C:22]([CH:25]([N:27](C(OC(C)(C)C)=O)[C:28]([O:30][C:31]([CH3:34])([CH3:33])[CH3:32])=[O:29])[CH3:26])=[CH:21][CH:20]=1.C1C[O:51][CH2:50]C1. Product: [C:19]1([C:42]2[CH:47]=[CH:46][CH:45]=[CH:44][CH:43]=2)[CH:24]=[CH:23][C:22]([C@@:25]([C:50]([O:10][C:7]([CH3:9])([CH3:8])[CH3:6])=[O:51])([CH3:26])[NH:27][C:28]([O:30][C:31]([CH3:32])([CH3:33])[CH3:34])=[O:29])=[CH:21][CH:20]=1. The catalyst class is: 33. (3) Reactant: C(OC([N:8]([C:16]1[C:21]([CH3:22])=[N:20][CH:19]=[C:18]([C:23]2[N:24]=[C:25]([N:32](C(OC(C)(C)C)=O)[C:33]3[CH:38]=[CH:37][C:36]([N:39]4[CH2:44][CH2:43][N:42]([CH:45]5[CH2:48][O:47][CH2:46]5)[CH2:41][CH2:40]4)=[C:35]([O:49][CH2:50][CH2:51][O:52]C4CCCCO4)[CH:34]=3)[C:26]3[N:27]([CH:29]=[CH:30][N:31]=3)[CH:28]=2)[N:17]=1)C(=O)OC(C)(C)C)=O)(C)(C)C.C(O)(C(F)(F)F)=O.CO.O. Product: [NH2:8][C:16]1[N:17]=[C:18]([C:23]2[N:24]=[C:25]([NH:32][C:33]3[CH:38]=[CH:37][C:36]([N:39]4[CH2:40][CH2:41][N:42]([CH:45]5[CH2:48][O:47][CH2:46]5)[CH2:43][CH2:44]4)=[C:35]([CH:34]=3)[O:49][CH2:50][CH2:51][OH:52])[C:26]3[N:27]([CH:29]=[CH:30][N:31]=3)[CH:28]=2)[CH:19]=[N:20][C:21]=1[CH3:22]. The catalyst class is: 2. (4) Reactant: [CH3:1][C:2]([C:5]1[CH:26]=[CH:25][C:8]2[CH:9]=[C:10]([C:20]([O:22]CC)=[O:21])[CH:11]([C:13]([F:19])([F:18])[C:14]([F:17])([F:16])[F:15])[O:12][C:7]=2[CH:6]=1)([CH3:4])[CH3:3].[OH-].[Na+]. The catalyst class is: 219. Product: [CH3:4][C:2]([C:5]1[CH:26]=[CH:25][C:8]2[CH:9]=[C:10]([C:20]([OH:22])=[O:21])[CH:11]([C:13]([F:18])([F:19])[C:14]([F:17])([F:16])[F:15])[O:12][C:7]=2[CH:6]=1)([CH3:1])[CH3:3]. (5) Reactant: [C:1](Cl)(=[O:4])[CH2:2][CH3:3].CCN(C(C)C)C(C)C.[Cl:15][C:16]1[CH:17]=[C:18]([C:23]2([C:37]([F:40])([F:39])[F:38])[O:27][N:26]=[C:25]([C:28]3[S:32][C:31]([CH:33]([NH2:35])[CH3:34])=[C:30]([CH3:36])[CH:29]=3)[CH2:24]2)[CH:19]=[C:20]([Cl:22])[CH:21]=1. Product: [Cl:15][C:16]1[CH:17]=[C:18]([C:23]2([C:37]([F:39])([F:38])[F:40])[O:27][N:26]=[C:25]([C:28]3[S:32][C:31]([CH:33]([NH:35][C:1](=[O:4])[CH2:2][CH3:3])[CH3:34])=[C:30]([CH3:36])[CH:29]=3)[CH2:24]2)[CH:19]=[C:20]([Cl:22])[CH:21]=1. The catalyst class is: 4. (6) Reactant: C1C=CC(P(C2C=CC=CC=2)C2C=CC=CC=2)=CC=1.[Cl:20][C:21]1[CH:22]=[CH:23][C:24]([OH:27])=[N:25][CH:26]=1.[CH:28]1[CH:33]=[CH:32][C:31]([CH2:34]OC(/N=N/C(O[CH2:34][C:31]2[CH:32]=[CH:33][CH:28]=[CH:29][CH:30]=2)=O)=O)=[CH:30][CH:29]=1.[Cl:50][C:51]1[CH:52]=[C:53]([CH:58]2[CH2:62][NH:61][CH2:60][CH:59]2[CH:63](O)[CH3:64])[CH:54]=[CH:55][C:56]=1[Cl:57]. Product: [CH2:34]([N:61]1[CH2:62][CH:58]([C:53]2[CH:54]=[CH:55][C:56]([Cl:57])=[C:51]([Cl:50])[CH:52]=2)[CH:59]([CH:63]([O:27][C:24]2[CH:23]=[CH:22][C:21]([Cl:20])=[CH:26][N:25]=2)[CH3:64])[CH2:60]1)[C:31]1[CH:32]=[CH:33][CH:28]=[CH:29][CH:30]=1. The catalyst class is: 1. (7) Product: [Br:1][C:2]1[CH:3]=[C:4]2[C:8](=[C:9]([C:11]([NH2:13])=[O:12])[CH:10]=1)[NH:7][CH:6]=[C:5]2[I:14]. The catalyst class is: 4. Reactant: [Br:1][C:2]1[CH:3]=[C:4]2[C:8](=[C:9]([C:11]([NH2:13])=[O:12])[CH:10]=1)[NH:7][CH:6]=[CH:5]2.[I:14]N1C(=O)CCC1=O. (8) Reactant: CC([O-])(C)C.[K+].[CH3:7][CH2:8][O:9][C:10]([CH2:12]P(OCC)(OCC)=O)=[O:11].[N:21]1([C:25]2([C:32]3[S:33][CH:34]=[CH:35][CH:36]=3)[CH2:30][CH2:29][C:28](=O)[CH2:27][CH2:26]2)[CH2:24][CH2:23][CH2:22]1. The catalyst class is: 9. Product: [CH2:8]([O:9][C:10](=[O:11])[CH:12]=[C:28]1[CH2:29][CH2:30][C:25]([N:21]2[CH2:22][CH2:23][CH2:24]2)([C:32]2[S:33][CH:34]=[CH:35][CH:36]=2)[CH2:26][CH2:27]1)[CH3:7]. (9) Reactant: [OH-].[Na+].[F:3][C:4]1[CH:13]=[C:12]2[C:7]([CH2:8][CH2:9][CH2:10][N:11]2[C:14]2[C:15]([C:28]3[CH:33]=[CH:32][C:31]([F:34])=[CH:30][CH:29]=3)=[N:16][C:17]3[C:22]([N:23]=2)=[CH:21][C:20]([C:24]([O:26]C)=[O:25])=[CH:19][CH:18]=3)=[CH:6][CH:5]=1. Product: [F:3][C:4]1[CH:13]=[C:12]2[C:7]([CH2:8][CH2:9][CH2:10][N:11]2[C:14]2[C:15]([C:28]3[CH:29]=[CH:30][C:31]([F:34])=[CH:32][CH:33]=3)=[N:16][C:17]3[C:22]([N:23]=2)=[CH:21][C:20]([C:24]([OH:26])=[O:25])=[CH:19][CH:18]=3)=[CH:6][CH:5]=1. The catalyst class is: 24.